From a dataset of Reaction yield outcomes from USPTO patents with 853,638 reactions. Predict the reaction yield, written as a fraction of the theoretical maximum amount of product (1.0 means a 100% yield; for example, 0.34 means a 34% yield). The reactants are [F:1][C:2]([F:19])([F:18])[C:3]1[CH:8]=[CH:7][C:6]([C:9](=O)[CH2:10][C:11](=O)[C:12]([F:15])([F:14])[F:13])=[CH:5][CH:4]=1.[NH2:20][C:21]1[N:22]=[CH:23][NH:24][C:25]=1[C:26]#[N:27]. No catalyst specified. The product is [F:1][C:2]([F:19])([F:18])[C:3]1[CH:8]=[CH:7][C:6]([C:9]2[CH:10]=[C:11]([C:12]([F:15])([F:14])[F:13])[N:22]3[CH:23]=[N:24][C:25]([C:26]#[N:27])=[C:21]3[N:20]=2)=[CH:5][CH:4]=1. The yield is 0.420.